From a dataset of Full USPTO retrosynthesis dataset with 1.9M reactions from patents (1976-2016). Predict the reactants needed to synthesize the given product. (1) Given the product [F:25][C:2]([F:1])([F:24])[C:3]1[CH:4]=[N:5][C:6]([NH:9][C@@H:10]2[CH2:15][C@@H:14]3[NH:16][C@H:11]2[CH2:12][CH2:13]3)=[N:7][CH:8]=1, predict the reactants needed to synthesize it. The reactants are: [F:1][C:2]([F:25])([F:24])[C:3]1[CH:4]=[N:5][C:6]([NH:9][C@@H:10]2[CH2:15][C@@H:14]3[N:16](C(OC(C)(C)C)=O)[C@H:11]2[CH2:12][CH2:13]3)=[N:7][CH:8]=1.Cl. (2) Given the product [CH3:3][N:2]([C:4]1[C:9]2[CH2:10][C@@H:11]3[C:21]([C:22](=[O:23])[C:8]=2[C:7]([OH:33])=[CH:6][CH:5]=1)=[C:20]([OH:24])[C@@:19]1([OH:25])[C@H:13]([C@H:14]([N:30]([CH3:32])[CH3:31])[C:15]([OH:29])=[C:16]([C:26]([NH2:28])=[O:27])[C:17]1=[O:18])[CH2:12]3)[CH3:1].[ClH:34], predict the reactants needed to synthesize it. The reactants are: [CH3:1][N:2]([C:4]1[C:9]2[CH2:10][C@@H:11]3[C:21]([C:22](=[O:23])[C:8]=2[C:7]([OH:33])=[CH:6][CH:5]=1)=[C:20]([OH:24])[C@@:19]1([OH:25])[C@H:13]([C@H:14]([N:30]([CH3:32])[CH3:31])[C:15]([OH:29])=[C:16]([C:26]([NH2:28])=[O:27])[C:17]1=[O:18])[CH2:12]3)[CH3:3].[Cl-:34].[Cl-].[Ca+2].C[C@@H]1[C@@H](O)[C@@H](C)[C@H](C)OC(=O)C[C@H](O)C[C@H](O)CC[C@@H](O)[C@H](O)C[C@H](O)C[C@@]2(O)O[C@H]([C@H](C(O)=O)[C@@H](O)C2)C[C@@H](O[C@@H]2O[C@H](C)[C@@H](O)[C@H](N)[C@@H]2O)C=CC=CC=CC=CC=CC=CC=C1.[OH-].[Na+]. (3) Given the product [Br:27][CH2:3][CH2:2][CH:1]=[C:4]([C:14]1[CH:19]=[CH:18][C:17]([C:20](=[O:26])[N:21]([CH2:24][CH3:25])[CH2:22][CH3:23])=[CH:16][CH:15]=1)[C:6]1[CH:11]=[CH:10][CH:9]=[C:8]([O:12][CH3:13])[CH:7]=1, predict the reactants needed to synthesize it. The reactants are: [CH:1]1([C:4]([C:14]2[CH:19]=[CH:18][C:17]([C:20](=[O:26])[N:21]([CH2:24][CH3:25])[CH2:22][CH3:23])=[CH:16][CH:15]=2)([C:6]2[CH:11]=[CH:10][CH:9]=[C:8]([O:12][CH3:13])[CH:7]=2)O)[CH2:3][CH2:2]1.[BrH:27].O. (4) Given the product [O:25]1[CH:26]=[CH:27][CH:28]=[C:24]1[C:11]1[N:12]=[C:13]([NH:15][C:16]([C:18]2[CH:23]=[CH:22][N:21]=[CH:20][CH:19]=2)=[O:17])[S:14][C:10]=1[C:8]([C:6]1[CH:5]=[CH:4][CH:3]=[C:2]([N:29]2[CH2:34][CH2:33][O:32][CH2:31][CH2:30]2)[N:7]=1)=[O:9], predict the reactants needed to synthesize it. The reactants are: Br[C:2]1[N:7]=[C:6]([C:8]([C:10]2[S:14][C:13]([NH:15][C:16]([C:18]3[CH:23]=[CH:22][N:21]=[CH:20][CH:19]=3)=[O:17])=[N:12][C:11]=2[C:24]2[O:25][CH:26]=[CH:27][CH:28]=2)=[O:9])[CH:5]=[CH:4][CH:3]=1.[NH:29]1[CH2:34][CH2:33][O:32][CH2:31][CH2:30]1. (5) Given the product [F:27][C:28]([F:35])([F:34])[C:29]([NH:1][CH2:2][C@:3]1([CH2:18][OH:19])[O:7][C@@H:6]([N:8]2[CH:16]=[C:14]([CH3:15])[C:12](=[O:13])[NH:11][C:9]2=[O:10])[CH2:5][C@@H:4]1[OH:17])=[O:30], predict the reactants needed to synthesize it. The reactants are: [NH2:1][CH2:2][C@:3]1([CH2:18][OH:19])[O:7][C@@H:6]([N:8]2[CH:16]=[C:14]([CH3:15])[C:12](=[O:13])[NH:11][C:9]2=[O:10])[CH2:5][C@@H:4]1[OH:17].C(N(CC)CC)C.[F:27][C:28]([F:35])([F:34])[C:29](OCC)=[O:30]. (6) Given the product [NH2:1][C:2]1[CH:3]=[CH:4][C:5]([C:8]2[N:10]=[C:13]([OH:14])[C:12]([CH3:11])=[C:18]([CH3:19])[N:9]=2)=[N:6][CH:7]=1, predict the reactants needed to synthesize it. The reactants are: [NH2:1][C:2]1[CH:3]=[CH:4][C:5]([C:8]([NH2:10])=[NH:9])=[N:6][CH:7]=1.[CH3:11][CH:12]([C:18](=O)[CH3:19])[C:13](OCC)=[O:14].C(=O)([O-])[O-].[Na+].[Na+]. (7) The reactants are: [C:1]([C:5]1[CH:9]=[C:8]([NH:10][C:11]([NH:13][C:14]2[CH:30]=[CH:29][C:17]([O:18][C:19]3[CH:24]=[CH:23][N:22]=[C:21]([C:25]([NH:27][CH3:28])=[O:26])[CH:20]=3)=[CH:16][C:15]=2[F:31])=[O:12])[N:7]([C:32]2[CH:37]=[CH:36][CH:35]=[C:34]([CH2:38][OH:39])[CH:33]=2)[N:6]=1)([CH3:4])([CH3:3])[CH3:2].[S:40](=[O:44])(=[O:43])([OH:42])[OH:41]. Given the product [S:40]([OH:44])([OH:43])(=[O:42])=[O:41].[C:1]([C:5]1[CH:9]=[C:8]([NH:10][C:11]([NH:13][C:14]2[CH:30]=[CH:29][C:17]([O:18][C:19]3[CH:24]=[CH:23][N:22]=[C:21]([C:25]([NH:27][CH3:28])=[O:26])[CH:20]=3)=[CH:16][C:15]=2[F:31])=[O:12])[N:7]([C:32]2[CH:37]=[CH:36][CH:35]=[C:34]([CH2:38][OH:39])[CH:33]=2)[N:6]=1)([CH3:4])([CH3:2])[CH3:3], predict the reactants needed to synthesize it.